From a dataset of Forward reaction prediction with 1.9M reactions from USPTO patents (1976-2016). Predict the product of the given reaction. (1) Given the reactants [Cl:1][C:2]1[CH:3]=[C:4]([NH2:16])[C:5]([NH:9][CH2:10][CH2:11][C:12]([F:15])([F:14])[F:13])=[C:6]([F:8])[CH:7]=1.[Cl:17][CH2:18][C:19]([O-])=O.[Na+].CS(C1C2C(=CN=CC=2)NN=1)(=O)=O, predict the reaction product. The product is: [Cl:1][C:2]1[CH:7]=[C:6]([F:8])[C:5]2[N:9]([CH2:10][CH2:11][C:12]([F:13])([F:14])[F:15])[C:19]([CH2:18][Cl:17])=[N:16][C:4]=2[CH:3]=1. (2) Given the reactants Br[CH2:2][C:3](Br)=[O:4].[CH2:6]([NH:8][CH2:9][CH3:10])[CH3:7].[NH2:11][C:12]1[CH:17]=[CH:16][C:15]([CH3:18])=[CH:14][CH:13]=1.[Cl:19][C:20]1[CH:25]=[CH:24][CH:23]=[CH:22][C:21]=1[S:26](Cl)(=[O:28])=[O:27], predict the reaction product. The product is: [Cl:19][C:20]1[CH:25]=[CH:24][CH:23]=[CH:22][C:21]=1[S:26]([N:11]([C:12]1[CH:17]=[CH:16][C:15]([CH3:18])=[CH:14][CH:13]=1)[CH2:2][C:3]([N:8]([CH2:9][CH3:10])[CH2:6][CH3:7])=[O:4])(=[O:28])=[O:27]. (3) Given the reactants [CH2:1]1[O:9][C:8]2[CH:7]=[CH:6][C:5]([CH3:10])=[CH:4][C:3]=2[O:2]1.[N+:11]([O-])(O)=O.O, predict the reaction product. The product is: [CH2:1]1[O:2][C:3]2[CH:4]=[C:5]([CH3:10])[C:6]([NH2:11])=[CH:7][C:8]=2[O:9]1. (4) Given the reactants Br[C:2]1[CH:7]=[CH:6][CH:5]=[C:4]([CH3:8])[C:3]=1[OH:9].[O:10]1[CH:14]=[CH:13][C:12](B(O)O)=[CH:11]1.C(=O)([O-])[O-].[Na+].[Na+], predict the reaction product. The product is: [O:10]1[CH:14]=[CH:13][C:12]([C:2]2[CH:7]=[CH:6][CH:5]=[C:4]([CH3:8])[C:3]=2[OH:9])=[CH:11]1. (5) Given the reactants [CH2:1]([C:3]1[CH:4]=[C:5]2[N:22]([C@H:23]([CH3:26])[CH2:24][OH:25])[CH:21]=[C:20]([CH3:27])[C:6]2=[N:7][C:8]=1[C:9]1[C:10]([O:18][CH3:19])=[N:11][C:12]([CH:15]([CH3:17])[CH3:16])=[CH:13][CH:14]=1)[CH3:2].[H-].[Na+].[CH3:30]I, predict the reaction product. The product is: [CH2:1]([C:3]1[CH:4]=[C:5]2[N:22]([C@H:23]([CH3:26])[CH2:24][O:25][CH3:30])[CH:21]=[C:20]([CH3:27])[C:6]2=[N:7][C:8]=1[C:9]1[C:10]([O:18][CH3:19])=[N:11][C:12]([CH:15]([CH3:16])[CH3:17])=[CH:13][CH:14]=1)[CH3:2]. (6) Given the reactants [H-].[Na+].[F:3][C:4]1[CH:9]=[CH:8][C:7]([CH2:10][CH2:11][O:12][C:13]2[CH:14]=[C:15]3[C:19](=[CH:20][CH:21]=2)[NH:18][CH:17]=[CH:16]3)=[CH:6][CH:5]=1.[F:22][C:23]1[CH:30]=[CH:29][C:26]([CH2:27]Br)=[CH:25][CH:24]=1, predict the reaction product. The product is: [F:22][C:23]1[CH:30]=[CH:29][C:26]([CH2:27][N:18]2[C:19]3[C:15](=[CH:14][C:13]([O:12][CH2:11][CH2:10][C:7]4[CH:8]=[CH:9][C:4]([F:3])=[CH:5][CH:6]=4)=[CH:21][CH:20]=3)[CH:16]=[CH:17]2)=[CH:25][CH:24]=1. (7) Given the reactants [ClH:1].O1CCOCC1.C(OC(=O)[NH:14][C:15]1[CH:20]=[CH:19][N:18]2[N:21]=[C:22]([Br:24])[N:23]=[C:17]2[CH:16]=1)(C)(C)C, predict the reaction product. The product is: [ClH:1].[Br:24][C:22]1[N:23]=[C:17]2[CH:16]=[C:15]([NH2:14])[CH:20]=[CH:19][N:18]2[N:21]=1. (8) Given the reactants [Cl:1][C:2]1[CH:7]=[CH:6][N:5]=[C:4]([C:8]2[CH:13]=[CH:12][N:11]=[C:10](O)[N:9]=2)[CH:3]=1.P(Cl)(Cl)([Cl:17])=O, predict the reaction product. The product is: [Cl:17][C:10]1[N:9]=[C:8]([C:4]2[CH:3]=[C:2]([Cl:1])[CH:7]=[CH:6][N:5]=2)[CH:13]=[CH:12][N:11]=1. (9) The product is: [OH:40][C@@H:37]([CH2:38][OH:39])[CH2:36][NH:35][C:2]1[N:3]=[C:4]([N:13]2[CH2:18][CH2:17][N:16]([C:19]([O:21][C:22]([CH3:24])([CH3:25])[CH3:23])=[O:20])[CH2:15][CH2:14]2)[C:5]2[CH:10]=[C:9]([CH2:11][CH3:12])[S:8][C:6]=2[N:7]=1. Given the reactants Cl[C:2]1[N:3]=[C:4]([N:13]2[CH2:18][CH2:17][N:16]([C:19]([O:21][C:22]([CH3:25])([CH3:24])[CH3:23])=[O:20])[CH2:15][CH2:14]2)[C:5]2[CH:10]=[C:9]([CH2:11][CH3:12])[S:8][C:6]=2[N:7]=1.CCN(C(C)C)C(C)C.[NH2:35][CH2:36][C@@H:37]([OH:40])[CH2:38][OH:39], predict the reaction product. (10) Given the reactants [CH3:1][O:2][C:3](=[O:13])[C@@H:4]([NH2:12])[CH2:5][CH:6]1[CH2:11][CH2:10][CH2:9][CH2:8][CH2:7]1.C(N(CC)C(C)C)(C)C.C([O:25][C:26](=O)/[CH:27]=[C:28](/[O:31][C:32]1[CH:37]=[CH:36][CH:35]=[C:34]([Cl:38])[CH:33]=1)\[CH2:29]Br)C, predict the reaction product. The product is: [CH3:1][O:2][C:3](=[O:13])[C@@H:4]([N:12]1[CH2:29][C:28]([O:31][C:32]2[CH:37]=[CH:36][CH:35]=[C:34]([Cl:38])[CH:33]=2)=[CH:27][C:26]1=[O:25])[CH2:5][CH:6]1[CH2:11][CH2:10][CH2:9][CH2:8][CH2:7]1.